Dataset: Forward reaction prediction with 1.9M reactions from USPTO patents (1976-2016). Task: Predict the product of the given reaction. (1) Given the reactants F[C:2]1[C:7]([C:8]2[CH:13]=[CH:12][CH:11]=[CH:10][C:9]=2[F:14])=[CH:6][N:5]=[C:4]2[N:15]([S:18]([C:21]3[CH:26]=[CH:25][CH:24]=[CH:23][CH:22]=3)(=[O:20])=[O:19])[CH:16]=[CH:17][C:3]=12.[N:27]1([C:33]([O:35][C:36]([CH3:39])([CH3:38])[CH3:37])=[O:34])[CH2:32][CH2:31][NH:30][CH2:29][CH2:28]1.O, predict the reaction product. The product is: [F:14][C:9]1[CH:10]=[CH:11][CH:12]=[CH:13][C:8]=1[C:7]1[C:2]([N:30]2[CH2:29][CH2:28][N:27]([C:33]([O:35][C:36]([CH3:39])([CH3:38])[CH3:37])=[O:34])[CH2:32][CH2:31]2)=[C:3]2[CH:17]=[CH:16][N:15]([S:18]([C:21]3[CH:22]=[CH:23][CH:24]=[CH:25][CH:26]=3)(=[O:19])=[O:20])[C:4]2=[N:5][CH:6]=1. (2) Given the reactants [CH3:1][O:2][C:3](=[O:34])[C@@H:4]([NH:14][C:15]([C:17]1[CH:18]=[N:19][C:20]([NH:23][CH2:24][CH2:25][CH2:26][C:27]2[CH:32]=[CH:31][CH:30]=[C:29]([OH:33])[CH:28]=2)=[N:21][CH:22]=1)=[O:16])[CH2:5][NH:6][C:7]([O:9]C(C)(C)C)=O.C(O)(C(F)(F)F)=O.C(N(CC)CC)C.[S:49]1[CH:53]=[CH:52][CH:51]=[C:50]1C(O)=O.CN(C(ON1N=NC2C=CC=CC1=2)=[N+](C)C)C.F[P-](F)(F)(F)(F)F.C1C=CC2N(O)N=NC=2C=1, predict the reaction product. The product is: [CH3:1][O:2][C:3](=[O:34])[C@@H:4]([NH:14][C:15]([C:17]1[CH:22]=[N:21][C:20]([NH:23][CH2:24][CH2:25][CH2:26][C:27]2[CH:32]=[CH:31][CH:30]=[C:29]([OH:33])[CH:28]=2)=[N:19][CH:18]=1)=[O:16])[CH2:5][NH:6][C:7]([C:50]1[S:49][CH:53]=[CH:52][CH:51]=1)=[O:9]. (3) The product is: [CH3:1][C:2]1[CH:17]=[CH:16][C:5]2[N:6]([CH2:9][C:10]3[CH:11]=[CH:12][N:13]=[CH:14][CH:15]=3)[CH:7]=[N:8][C:4]=2[C:3]=1[NH2:18]. Given the reactants [CH3:1][C:2]1[CH:17]=[CH:16][C:5]2[N:6]([CH2:9][C:10]3[CH:15]=[CH:14][N:13]=[CH:12][CH:11]=3)[CH:7]=[N:8][C:4]=2[C:3]=1[N+:18]([O-])=O.C(O)(=O)C, predict the reaction product. (4) Given the reactants [CH3:1][C:2]1[N:7]=[C:6]([NH:8][C:9]([NH2:11])=[S:10])[CH:5]=[CH:4][CH:3]=1.[C:12]1([C:22]2[CH:27]=[CH:26][CH:25]=[CH:24][CH:23]=2)[CH:17]=[CH:16][C:15]([C:18](=O)[CH2:19]Br)=[CH:14][CH:13]=1, predict the reaction product. The product is: [C:12]1([C:22]2[CH:23]=[CH:24][CH:25]=[CH:26][CH:27]=2)[CH:13]=[CH:14][C:15]([C:18]2[N:11]=[C:9]([NH:8][C:6]3[CH:5]=[CH:4][CH:3]=[C:2]([CH3:1])[N:7]=3)[S:10][CH:19]=2)=[CH:16][CH:17]=1.